From a dataset of Forward reaction prediction with 1.9M reactions from USPTO patents (1976-2016). Predict the product of the given reaction. Given the reactants [Cl:1][C:2]1[CH:3]=[CH:4][C:5]([O:18][CH2:19][CH:20]([CH3:22])[CH3:21])=[C:6]([CH2:8][N:9]2[C:13]([CH3:14])=[CH:12][C:11](C(O)=O)=[N:10]2)[CH:7]=1.CC[N:25]([CH2:28]C)CC.C1C=CC(P(N=[N+]=[N-])(C2C=CC=CC=2)=[O:37])=CC=1.[CH2:47]([O:49][C:50]([CH:52]1[CH2:57][CH2:56][CH:55]([OH:58])[CH2:54][CH2:53]1)=[O:51])[CH3:48], predict the reaction product. The product is: [Cl:1][C:2]1[CH:3]=[CH:4][C:5]([O:18][CH2:19][CH:20]([CH3:21])[CH3:22])=[C:6]([CH2:8][N:9]2[C:13]([CH3:14])=[CH:12][C:11]([NH:25][C:28]([O:58][CH:55]3[CH2:56][CH2:57][CH:52]([C:50]([O:49][CH2:47][CH3:48])=[O:51])[CH2:53][CH2:54]3)=[O:37])=[N:10]2)[CH:7]=1.